Task: Predict the product of the given reaction.. Dataset: Forward reaction prediction with 1.9M reactions from USPTO patents (1976-2016) (1) The product is: [Cl:8][C:6]1[N:5]=[CH:4][N:3]=[C:2]([NH:34][C:31]2[CH:32]=[N:33][C:28]([N:25]3[CH2:26][CH2:27][N:22]([CH:20]4[CH2:19][O:18][CH2:21]4)[CH2:23][CH2:24]3)=[CH:29][CH:30]=2)[N:7]=1. Given the reactants Cl[C:2]1[N:7]=[C:6]([Cl:8])[N:5]=[CH:4][N:3]=1.C(N(CC)C(C)C)(C)C.[O:18]1[CH2:21][CH:20]([N:22]2[CH2:27][CH2:26][N:25]([C:28]3[N:33]=[CH:32][C:31]([NH2:34])=[CH:30][CH:29]=3)[CH2:24][CH2:23]2)[CH2:19]1, predict the reaction product. (2) Given the reactants [Cl:1][C:2]1[CH:3]=[C:4]2[C:8](=[CH:9][CH:10]=1)[NH:7][C:6]([C:11]([NH:13][C@H:14]1[CH2:19][CH2:18][C@@H:17]([C:20](OC)=[O:21])[CH2:16][C@H:15]1[NH:24][C:25]([C:27]1[S:28][C:29]3[CH2:30][N:31]([CH3:36])[CH2:32][CH2:33][C:34]=3[N:35]=1)=[O:26])=[O:12])=[CH:5]2.[OH-].[Li+], predict the reaction product. The product is: [ClH:1].[Cl:1][C:2]1[CH:3]=[C:4]2[C:8](=[CH:9][CH:10]=1)[NH:7][C:6]([C:11]([NH:13][C@H:14]1[CH2:19][CH2:18][C@@H:17]([C:20]([N:31]3[CH2:32][CH2:33][CH2:34][CH2:29][CH2:30]3)=[O:21])[CH2:16][C@H:15]1[NH:24][C:25]([C:27]1[S:28][C:29]3[CH2:30][N:31]([CH3:36])[CH2:32][CH2:33][C:34]=3[N:35]=1)=[O:26])=[O:12])=[CH:5]2. (3) The product is: [Br:13][C:2]1[C:6]([CH3:8])([CH3:7])[O:5][C:4](=[O:9])[CH:3]=1. Given the reactants O[C:2]1[C:6]([CH3:8])([CH3:7])[O:5][C:4](=[O:9])[CH:3]=1.C(Br)(=O)C([Br:13])=O, predict the reaction product. (4) Given the reactants [C:1]([O:5][C:6]([N:8]1[CH2:13][CH2:12][CH:11]([C:14]2([C:23]3[CH:28]=[CH:27][C:26](SC)=[CH:25][CH:24]=3)[O:18][C:17]3[CH:19]=[CH:20][CH:21]=[CH:22][C:16]=3[O:15]2)[CH2:10][CH2:9]1)=[O:7])([CH3:4])([CH3:3])[CH3:2].O[O:32][S:33]([O-:35])=O.[K+].[CH3:37]O, predict the reaction product. The product is: [C:1]([O:5][C:6]([N:8]1[CH2:9][CH2:10][CH:11]([C:14]2([C:23]3[CH:28]=[CH:27][C:26]([S:33]([CH3:37])(=[O:35])=[O:32])=[CH:25][CH:24]=3)[O:18][C:17]3[CH:19]=[CH:20][CH:21]=[CH:22][C:16]=3[O:15]2)[CH2:12][CH2:13]1)=[O:7])([CH3:4])([CH3:2])[CH3:3]. (5) Given the reactants [Cl:1][C:2]1[NH:3][CH:4]=[C:5]([N+:7]([O-:9])=[O:8])[N:6]=1.[N:10]([CH2:13][CH:14]1[O:18][C:17](=[O:19])[N:16]([CH2:20][C:21]2([CH3:24])[CH2:23][O:22]2)[CH2:15]1)=[N+:11]=[N-:12].C([O-])(=O)C.[Na+], predict the reaction product. The product is: [N:10]([CH2:13][CH:14]1[O:18][C:17](=[O:19])[N:16]([CH2:20][C:21]([OH:22])([CH3:23])[CH2:24][N:3]2[CH:4]=[C:5]([N+:7]([O-:9])=[O:8])[N:6]=[C:2]2[Cl:1])[CH2:15]1)=[N+:11]=[N-:12]. (6) Given the reactants [C:1]([Li])([CH3:4])([CH3:3])[CH3:2].B(F)(F)F.CCOCC.[CH2:15]([O:17][C:18](=[O:33])[C@@H:19]1[CH2:23][CH2:22][CH:21](OC)[N:20]1[C:26]([O:28][C:29]([CH3:32])([CH3:31])[CH3:30])=[O:27])[CH3:16].N.[NH4+].[Cl-], predict the reaction product. The product is: [CH2:15]([O:17][C:18](=[O:33])[C@@H:19]1[CH2:23][CH2:22][C@@H:21]([C:1]([CH3:4])([CH3:3])[CH3:2])[N:20]1[C:26]([O:28][C:29]([CH3:30])([CH3:31])[CH3:32])=[O:27])[CH3:16].